Dataset: Reaction yield outcomes from USPTO patents with 853,638 reactions. Task: Predict the reaction yield, written as a fraction of the theoretical maximum amount of product (1.0 means a 100% yield; for example, 0.34 means a 34% yield). The catalyst is O1CCCC1.CN(C)C1C=CN=CC=1.O. The product is [CH:1]1([O:7][C:8]2[CH:13]=[C:12]([O:14][CH2:15][CH2:16][O:17][CH3:18])[CH:11]=[CH:10][C:9]=2/[CH:19]=[CH:20]/[C:21]([NH:55][S:52]([CH2:47][CH2:48][CH2:49][CH2:50][CH3:51])(=[O:54])=[O:53])=[O:23])[CH2:2][CH2:3][CH2:4][CH2:5][CH2:6]1. The reactants are [CH:1]1([O:7][C:8]2[CH:13]=[C:12]([O:14][CH2:15][CH2:16][O:17][CH3:18])[CH:11]=[CH:10][C:9]=2/[CH:19]=[CH:20]/[C:21]([OH:23])=O)[CH2:6][CH2:5][CH2:4][CH2:3][CH2:2]1.C(N1C=CN=C1)(N1C=CN=C1)=O.C1CCN2C(=NCCC2)CC1.[CH2:47]([S:52]([NH2:55])(=[O:54])=[O:53])[CH2:48][CH2:49][CH2:50][CH3:51]. The yield is 0.440.